This data is from Catalyst prediction with 721,799 reactions and 888 catalyst types from USPTO. The task is: Predict which catalyst facilitates the given reaction. (1) Reactant: [C:9](O[C:9]([O:11][C:12]([CH3:15])([CH3:14])[CH3:13])=[O:10])([O:11][C:12]([CH3:15])([CH3:14])[CH3:13])=[O:10].[NH2:16][CH:17]([C:22]1[CH:27]=[CH:26][C:25]([Cl:28])=[CH:24][CH:23]=1)[CH2:18][CH2:19][CH2:20][OH:21]. Product: [Cl:28][C:25]1[CH:24]=[CH:23][C:22]([CH:17]([NH:16][C:9](=[O:10])[O:11][C:12]([CH3:13])([CH3:14])[CH3:15])[CH2:18][CH2:19][CH2:20][OH:21])=[CH:27][CH:26]=1. The catalyst class is: 2. (2) Product: [CH3:1][N:2]1[CH2:15][CH2:14][C:5]2[N:6]([CH2:27][CH2:26][C:23]3[CH:22]=[N:21][C:20]([C:19]([F:29])([F:18])[F:28])=[CH:25][CH:24]=3)[C:7]3[CH:8]=[CH:9][C:10]([CH3:13])=[CH:11][C:12]=3[C:4]=2[C:3]21[CH2:17][CH2:16]2. Reactant: [CH3:1][N:2]1[CH2:15][CH2:14][C:5]2[NH:6][C:7]3[CH:8]=[CH:9][C:10]([CH3:13])=[CH:11][C:12]=3[C:4]=2[C:3]21[CH2:17][CH2:16]2.[F:18][C:19]([F:29])([F:28])[C:20]1[CH:25]=[CH:24][C:23]([CH:26]=[CH2:27])=[CH:22][N:21]=1.[OH-].[K+]. The catalyst class is: 37. (3) Reactant: BrC1C=CC(S(O[CH:12]2[CH2:17][CH2:16][CH2:15][CH:14]([C:18]([O:20][CH2:21][CH3:22])=[O:19])[CH2:13]2)(=O)=O)=CC=1.CC([O-])(C)C.[K+].N#N.CC(=O)OCC. The catalyst class is: 218. Product: [C:14]12([C:18]([O:20][CH2:21][CH3:22])=[O:19])[CH2:13][CH:12]1[CH2:17][CH2:16][CH2:15]2.